From a dataset of Full USPTO retrosynthesis dataset with 1.9M reactions from patents (1976-2016). Predict the reactants needed to synthesize the given product. (1) Given the product [NH2:15][CH:10]([CH2:9][CH:6]1[CH2:7][CH2:8][N:3]([O:2][CH3:1])[CH2:4][CH2:5]1)[C:12]#[N:13], predict the reactants needed to synthesize it. The reactants are: [CH3:1][O:2][N:3]1[CH2:8][CH2:7][CH:6]([CH2:9][CH:10]=O)[CH2:5][CH2:4]1.[C-:12]#[N:13].[K+].[NH4+:15].[Cl-]. (2) Given the product [NH2:11][C@H:12]1[CH2:16][CH2:15][N:14]([C@H:17]2[CH2:22][CH2:21][C@@H:20]([NH:23][C:24]([CH3:26])([CH3:27])[CH3:25])[CH2:19][C@H:18]2[NH:28][C:29](=[O:37])[O:30][CH2:31][CH2:32][Si:33]([CH3:34])([CH3:36])[CH3:35])[C:13]1=[O:38], predict the reactants needed to synthesize it. The reactants are: C(OC([NH:11][C@H:12]1[CH2:16][CH2:15][N:14]([C@H:17]2[CH2:22][CH2:21][C@@H:20]([NH:23][C:24]([CH3:27])([CH3:26])[CH3:25])[CH2:19][C@H:18]2[NH:28][C:29](=[O:37])[O:30][CH2:31][CH2:32][Si:33]([CH3:36])([CH3:35])[CH3:34])[C:13]1=[O:38])=O)C1C=CC=CC=1.[H][H].